Dataset: Full USPTO retrosynthesis dataset with 1.9M reactions from patents (1976-2016). Task: Predict the reactants needed to synthesize the given product. (1) Given the product [CH:11]1[C:12]2[C:16]3[CH:17]=[CH:18][CH:19]=[CH:20][C:15]=3[O:14][C:13]=2[C:8]([C:4]2[CH:3]=[C:2]([C:25]3[CH:26]=[CH:27][C:22]([OH:21])=[CH:23][CH:24]=3)[CH:7]=[CH:6][CH:5]=2)=[CH:9][CH:10]=1, predict the reactants needed to synthesize it. The reactants are: Br[C:2]1[CH:3]=[C:4]([C:8]2[C:13]3[O:14][C:15]4[CH:20]=[CH:19][CH:18]=[CH:17][C:16]=4[C:12]=3[CH:11]=[CH:10][CH:9]=2)[CH:5]=[CH:6][CH:7]=1.[OH:21][C:22]1[CH:27]=[CH:26][C:25](B(O)O)=[CH:24][CH:23]=1.C([O-])([O-])=O.[Na+].[Na+].Cl. (2) Given the product [Cl:1][C:2]1[CH:19]=[CH:18][C:5]2[N:6]([C@@H:11]3[CH2:15][CH2:14][S:13](=[O:17])(=[O:16])[CH2:12]3)[C:7]([CH2:9][N:26]3[C:27]4=[CH:28][N:29]=[CH:30][CH:31]=[C:32]4[C:24]([S:21]([CH3:20])(=[O:22])=[O:23])=[N:25]3)=[N:8][C:4]=2[CH:3]=1, predict the reactants needed to synthesize it. The reactants are: [Cl:1][C:2]1[CH:19]=[CH:18][C:5]2[N:6]([C@H:11]3[CH2:15][CH2:14][S:13](=[O:17])(=[O:16])[CH2:12]3)[C:7]([CH2:9]Cl)=[N:8][C:4]=2[CH:3]=1.[CH3:20][S:21]([C:24]1[C:32]2[C:27](=[CH:28][N:29]=[CH:30][CH:31]=2)[NH:26][N:25]=1)(=[O:23])=[O:22].C([O-])([O-])=O.[Cs+].[Cs+]. (3) Given the product [O:14]=[C:12]([N:15]1[C:23]2[C:18](=[CH:19][C:20]([N:24]3[CH:29]=[CH:28][N:27]=[CH:26][C:25]3=[O:30])=[CH:21][CH:22]=2)[CH2:17][CH2:16]1)[CH2:11][CH2:10][NH:9][C:7]([C:5]1[S:6][C:2]([Cl:1])=[CH:3][CH:4]=1)=[O:8], predict the reactants needed to synthesize it. The reactants are: [Cl:1][C:2]1[S:6][C:5]([C:7]([NH:9][CH2:10][CH2:11][C:12]([OH:14])=O)=[O:8])=[CH:4][CH:3]=1.[NH:15]1[C:23]2[C:18](=[CH:19][C:20]([N:24]3[CH:29]=[CH:28][N:27]=[CH:26][C:25]3=[O:30])=[CH:21][CH:22]=2)[CH2:17][CH2:16]1.[B-](F)(F)(F)F.CCOC(C(C#N)=NOC(N(C)C)=[N+](C)C)=O.C(N(CC)CC)C. (4) Given the product [CH3:9][C@H:7]1[O:8][C@@H:3]([CH3:2])[CH2:4][N:5]([C:10]2[CH:11]=[C:12]([C@@H:16]([NH:18][C:24](=[O:25])[CH:23]=[CH:22][C:21]3[CH:27]=[CH:28][CH:29]=[CH:30][C:20]=3[F:19])[CH3:17])[CH:13]=[CH:14][CH:15]=2)[CH2:6]1, predict the reactants needed to synthesize it. The reactants are: Cl.[CH3:2][C@H:3]1[O:8][C@@H:7]([CH3:9])[CH2:6][N:5]([C:10]2[CH:11]=[C:12]([C@@H:16]([NH2:18])[CH3:17])[CH:13]=[CH:14][CH:15]=2)[CH2:4]1.[F:19][C:20]1[CH:30]=[CH:29][CH:28]=[CH:27][C:21]=1[CH:22]=[CH:23][C:24](O)=[O:25].C(Cl)CCl.C(N(CC)CC)C. (5) Given the product [CH:8]1([CH2:11][CH2:12][O:13][C:14]2[CH:39]=[CH:38][C:17]([C:18]([NH:20][CH:21]([CH2:22][C:23]3[CH:28]=[CH:27][C:26]([CH2:29][CH2:30][CH3:31])=[CH:25][CH:24]=3)[C:32]([NH:34][CH2:35][CH2:36][OH:37])=[O:33])=[O:19])=[CH:16][CH:15]=2)[CH2:9][CH2:10]1, predict the reactants needed to synthesize it. The reactants are: CO.C1COCC1.[CH:8]1([CH2:11][CH2:12][O:13][C:14]2[CH:39]=[CH:38][C:17]([C:18]([NH:20]/[C:21](/[C:32]([NH:34][CH2:35][CH2:36][OH:37])=[O:33])=[CH:22]\[C:23]3[CH:28]=[CH:27][C:26]([CH:29]4[CH2:31][CH2:30]4)=[CH:25][CH:24]=3)=[O:19])=[CH:16][CH:15]=2)[CH2:10][CH2:9]1.C(OCC)(=O)C. (6) Given the product [O:35]=[C:5]([N:6]1[CH2:7][CH2:8][CH:9]([C:12]2[CH:13]=[CH:14][C:15]([C:18]3[CH:19]=[N:20][C:21]([NH:24][C:25]4[CH:26]=[N:27][C:28]([C:31]([F:33])([F:34])[F:32])=[CH:29][CH:30]=4)=[CH:22][CH:23]=3)=[CH:16][CH:17]=2)[CH2:10][CH2:11]1)[C:4]([OH:36])=[O:3], predict the reactants needed to synthesize it. The reactants are: C([O:3][C:4](=[O:36])[C:5](=[O:35])[N:6]1[CH2:11][CH2:10][CH:9]([C:12]2[CH:17]=[CH:16][C:15]([C:18]3[CH:19]=[N:20][C:21]([NH:24][C:25]4[CH:26]=[N:27][C:28]([C:31]([F:34])([F:33])[F:32])=[CH:29][CH:30]=4)=[CH:22][CH:23]=3)=[CH:14][CH:13]=2)[CH2:8][CH2:7]1)C.[Li+].[OH-]. (7) Given the product [ClH:29].[NH2:36][C:37]1[CH:42]=[C:41]([O:43][C:44]2[CH:49]=[CH:48][C:47]([NH:50][C:51]3[N:67]=[CH:66][CH:65]=[CH:64][C:52]=3[C:53]([NH:55][C:56]3[CH:61]=[CH:60][C:59]([Cl:35])=[CH:58][CH:57]=3)=[O:54])=[CH:46][C:45]=2[F:68])[CH:40]=[CH:39][N:38]=1, predict the reactants needed to synthesize it. The reactants are: C(C1C=C(OC2C=CC(NC3N=CC=CC=3C(NC3C=CC([Cl:29])=CC=3)=O)=CC=2F)C=CN=1)(=O)N.[ClH:35].[NH2:36][C:37]1[CH:42]=[C:41]([O:43][C:44]2[CH:49]=[CH:48][C:47]([NH:50][C:51]3[N:67]=[CH:66][CH:65]=[CH:64][C:52]=3[C:53]([NH:55][C:56]3[CH:61]=[CH:60][C:59](F)=[CH:58][C:57]=3F)=[O:54])=[CH:46][C:45]=2[F:68])[CH:40]=[CH:39][N:38]=1.